From a dataset of Forward reaction prediction with 1.9M reactions from USPTO patents (1976-2016). Predict the product of the given reaction. (1) Given the reactants Br[C:2]1[CH:7]=[CH:6][C:5]([Cl:8])=[C:4]([CH2:9][CH3:10])[CH:3]=1.[C:11]([NH2:15])(=[O:14])[CH:12]=[CH2:13].C(N(C(C)C)C(C)C)C, predict the reaction product. The product is: [Cl:8][C:5]1[CH:6]=[CH:7][C:2](/[CH:13]=[CH:12]/[C:11]([NH2:15])=[O:14])=[CH:3][C:4]=1[CH2:9][CH3:10]. (2) Given the reactants Br[CH2:2][C:3]([O:5][CH3:6])=[O:4].C(=O)([O-])[O-].[K+].[K+].[C:13]([O:17][C:18](=[O:33])[NH:19][C:20]1[CH:25]=[CH:24][C:23]([C:26]2[CH:31]=[CH:30][C:29]([OH:32])=[CH:28][CH:27]=2)=[CH:22][CH:21]=1)([CH3:16])([CH3:15])[CH3:14], predict the reaction product. The product is: [CH3:6][O:5][C:3](=[O:4])[CH2:2][O:32][C:29]1[CH:28]=[CH:27][C:26]([C:23]2[CH:24]=[CH:25][C:20]([NH:19][C:18]([O:17][C:13]([CH3:16])([CH3:15])[CH3:14])=[O:33])=[CH:21][CH:22]=2)=[CH:31][CH:30]=1. (3) The product is: [F:27][C:25]1[CH:24]=[C:23]([C:2]2[CH:7]=[C:6]([F:8])[CH:5]=[CH:4][C:3]=2[N+:9]([O-:11])=[O:10])[C:18]([C:19]([O:21][CH3:22])=[O:20])=[CH:17][CH:26]=1. Given the reactants Br[C:2]1[CH:7]=[C:6]([F:8])[CH:5]=[CH:4][C:3]=1[N+:9]([O-:11])=[O:10].CS(C)=O.Br[C:17]1[CH:26]=[C:25]([F:27])[CH:24]=[CH:23][C:18]=1[C:19]([O:21][CH3:22])=[O:20], predict the reaction product. (4) Given the reactants [C:1]([O:4][C@H:5]1[C@H:10]([O:11][C:12](=[O:14])[CH3:13])[C@H:9]([O:15][C:16](=[O:18])[CH3:17])[C@@H:8]([CH2:19]/[CH:20]=[CH:21]/[C:22]2[CH:27]=[CH:26][CH:25]=[C:24](I)[CH:23]=2)[O:7][C@@H:6]1[CH2:29][O:30][C:31](=[O:33])[CH3:32])(=[O:3])[CH3:2].C[Si](C)(C)[C:36]#[C:37][C@@H:38]1[C@@H:43]([O:44][CH2:45][C:46]2[CH:51]=[CH:50][CH:49]=[CH:48][CH:47]=2)[C@@H:42]([O:52][CH2:53][C:54]2[CH:59]=[CH:58][CH:57]=[CH:56][CH:55]=2)[C@H:41]([O:60][CH2:61][C:62]2[CH:67]=[CH:66][CH:65]=[CH:64][CH:63]=2)[C@@H:40]([CH2:68][O:69][CH2:70][C:71]2[CH:76]=[CH:75][CH:74]=[CH:73][CH:72]=2)[O:39]1.O.C1CCN2C(=NCCC2)CC1, predict the reaction product. The product is: [C:1]([O:4][C@H:5]1[C@H:10]([O:11][C:12](=[O:14])[CH3:13])[C@H:9]([O:15][C:16](=[O:18])[CH3:17])[C@@H:8]([CH2:19]/[CH:20]=[CH:21]/[C:22]2[CH:27]=[CH:26][CH:25]=[C:24]([C:36]#[C:37][C@@H:38]3[C@@H:43]([O:44][CH2:45][C:46]4[CH:47]=[CH:48][CH:49]=[CH:50][CH:51]=4)[C@@H:42]([O:52][CH2:53][C:54]4[CH:59]=[CH:58][CH:57]=[CH:56][CH:55]=4)[C@H:41]([O:60][CH2:61][C:62]4[CH:63]=[CH:64][CH:65]=[CH:66][CH:67]=4)[C@@H:40]([CH2:68][O:69][CH2:70][C:71]4[CH:76]=[CH:75][CH:74]=[CH:73][CH:72]=4)[O:39]3)[CH:23]=2)[O:7][C@@H:6]1[CH2:29][O:30][C:31](=[O:33])[CH3:32])(=[O:3])[CH3:2]. (5) Given the reactants [Cl:1][C:2]1[CH:3]=[C:4]([CH:7]=[C:8]([F:11])[C:9]=1[OH:10])[CH:5]=[O:6].[OH-].[K+].I[CH2:15][CH3:16], predict the reaction product. The product is: [Cl:1][C:2]1[CH:3]=[C:4]([CH:7]=[C:8]([F:11])[C:9]=1[O:10][CH2:15][CH3:16])[CH:5]=[O:6]. (6) Given the reactants O[CH2:2][C:3]1[CH:26]=[CH:25][C:6]([O:7][CH2:8][C:9]2[N:10]=[C:11]([C:15]3[CH:16]=[C:17]([CH:22]=[CH:23][CH:24]=3)[C:18]([O:20][CH3:21])=[O:19])[O:12][C:13]=2[CH3:14])=[C:5]([O:27][CH3:28])[CH:4]=1.S(Cl)([Cl:31])=O, predict the reaction product. The product is: [Cl:31][CH2:2][C:3]1[CH:26]=[CH:25][C:6]([O:7][CH2:8][C:9]2[N:10]=[C:11]([C:15]3[CH:16]=[C:17]([CH:22]=[CH:23][CH:24]=3)[C:18]([O:20][CH3:21])=[O:19])[O:12][C:13]=2[CH3:14])=[C:5]([O:27][CH3:28])[CH:4]=1. (7) The product is: [CH2:12]([N:15]1[C:23](=[O:24])[C:22]2[C:17](=[N:18][C:19]([NH:42][C:43]3[CH:44]=[CH:45][C:46]([N:51]4[CH2:52][CH2:53][N:54]([CH3:57])[CH2:55][CH2:56]4)=[C:47]([CH2:49][OH:50])[CH:48]=3)=[N:20][CH:21]=2)[N:16]1[C:27]1[CH:32]=[CH:31][CH:30]=[CH:29][N:28]=1)[CH:13]=[CH2:14]. Given the reactants ClC1C=CC=C(C(OO)=O)C=1.[CH2:12]([N:15]1[C:23](=[O:24])[C:22]2[C:17](=[N:18][C:19](SC)=[N:20][CH:21]=2)[N:16]1[C:27]1[CH:32]=[CH:31][CH:30]=[CH:29][N:28]=1)[CH:13]=[CH2:14].C(N(CC)C(C)C)(C)C.[NH2:42][C:43]1[CH:44]=[CH:45][C:46]([N:51]2[CH2:56][CH2:55][N:54]([CH3:57])[CH2:53][CH2:52]2)=[C:47]([CH2:49][OH:50])[CH:48]=1.C(=O)([O-])O.[Na+], predict the reaction product. (8) Given the reactants [CH3:1][C:2]1[N:7]=[C:6]([NH:8]S(C2C=CC(C3C=CC(C#N)=CC=3)=CC=2)(=O)=O)[CH:5]=[CH:4][CH:3]=1.[Br:26][C:27]1[CH:32]=[CH:31][C:30]([S:33](Cl)(=[O:35])=[O:34])=[C:29]([CH3:37])[CH:28]=1, predict the reaction product. The product is: [Br:26][C:27]1[CH:32]=[CH:31][C:30]([S:33]([NH:8][C:6]2[CH:5]=[CH:4][CH:3]=[C:2]([CH3:1])[N:7]=2)(=[O:35])=[O:34])=[C:29]([CH3:37])[CH:28]=1. (9) The product is: [Cl:35][C:6]1[CH:7]=[C:8]([C:11]2[CH:12]=[C:13]([C:32]([NH2:34])=[O:33])[C:14]3[NH:15][C:16]4[C:21]([C:22]=3[CH:23]=2)=[CH:20][CH:19]=[C:18]([N:24]2[CH2:29][CH2:28][S:27](=[O:31])(=[O:30])[CH2:26][CH2:25]2)[CH:17]=4)[CH:9]=[CH:10][C:5]=1[O:4][CH2:3][CH2:2][N:36]1[CH2:41][CH2:40][O:39][CH2:38][CH2:37]1. Given the reactants Br[CH2:2][CH2:3][O:4][C:5]1[CH:10]=[CH:9][C:8]([C:11]2[CH:12]=[C:13]([C:32]([NH2:34])=[O:33])[C:14]3[NH:15][C:16]4[C:21]([C:22]=3[CH:23]=2)=[CH:20][CH:19]=[C:18]([N:24]2[CH2:29][CH2:28][S:27](=[O:31])(=[O:30])[CH2:26][CH2:25]2)[CH:17]=4)=[CH:7][C:6]=1[Cl:35].[NH:36]1[CH2:41][CH2:40][O:39][CH2:38][CH2:37]1.C([O-])([O-])=O.[K+].[K+], predict the reaction product.